Task: Binary Classification. Given a miRNA mature sequence and a target amino acid sequence, predict their likelihood of interaction.. Dataset: Experimentally validated miRNA-target interactions with 360,000+ pairs, plus equal number of negative samples (1) The miRNA is hsa-miR-181a-5p with sequence AACAUUCAACGCUGUCGGUGAGU. The protein sequence of the target gene is MGGGERYNIPAPQSRNVSKNQQQLNRQKTKEQNSQMKIVHKKKERGHGYNSSAAAWQAMQNGGKNKNFPNNQSWNSSLSGPRLLFKSQANQNYAGAKFSEPPSPSVLPKPPSHWVPVSFNPSDKEIMTFQLKTLLKVQV. Result: 1 (interaction). (2) The miRNA is hsa-miR-3912-3p with sequence UAACGCAUAAUAUGGACAUGU. The protein sequence of the target gene is MAAGCEGIAPPTLGERTVGEEGEPVKPFTPEKAKEIIMSLQQPAIFCNMVFDWPSRHWTAKHLSKVLEGKQIRFRMGLRGTGTVPQYETECSYVDATLEEFLTWNCDQSSISGPFKDYEHSKFWAYADYKYFVTLFEDKTDVFQEVVWSDFGFPGRNGQESTLWIGSFGAHTPCHLDSYGCNLVFQVQGRKRWHLFPPEDTPFLYPTRIPYEESSVFSKINVVNPDLKCFPQFQKARRHMVTLSPGQVLFVPRHWWHYVESLDPVTVSINSWIELEEDHLARVEEAITRMLVCTLKTAED.... Result: 0 (no interaction). (3) The miRNA is hsa-miR-206 with sequence UGGAAUGUAAGGAAGUGUGUGG. The protein sequence of the target gene is MDSVLIHVLIDGLVACVAQLIRIADELLQFILQVQEVPYVEENGRAEETEADAPLPEEPSLPDLPDLSDLDSILTPREDEDLIFDIDQAMLDMDNLYEDTVSGINDDLTGD. Result: 0 (no interaction).